This data is from Full USPTO retrosynthesis dataset with 1.9M reactions from patents (1976-2016). The task is: Predict the reactants needed to synthesize the given product. (1) The reactants are: [NH2:1][CH:2]([CH2:12][C:13]1[CH:18]=[CH:17][C:16]([F:19])=[CH:15][CH:14]=1)[CH:3]([C:5]1[CH:10]=[CH:9][C:8]([F:11])=[CH:7][CH:6]=1)[OH:4].[C:20]1([C:30](Cl)=[O:31])[C:29]2[C:24](=[CH:25][CH:26]=[CH:27][CH:28]=2)[CH:23]=[CH:22][CH:21]=1.C(=O)([O-])O.[Na+]. Given the product [F:11][C:8]1[CH:7]=[CH:6][C:5]([CH:3]([OH:4])[CH:2]([NH:1][C:30]([C:20]2[C:29]3[C:24](=[CH:25][CH:26]=[CH:27][CH:28]=3)[CH:23]=[CH:22][CH:21]=2)=[O:31])[CH2:12][C:13]2[CH:14]=[CH:15][C:16]([F:19])=[CH:17][CH:18]=2)=[CH:10][CH:9]=1, predict the reactants needed to synthesize it. (2) Given the product [Br:1][C:2]1[CH:3]=[C:4]([CH:9]([CH2:15][CH:16]([CH3:17])[CH3:18])[C:10]([O:12][CH2:13][CH3:14])=[O:11])[CH:5]=[CH:6][C:7]=1[O:8][CH2:25][CH3:26], predict the reactants needed to synthesize it. The reactants are: [Br:1][C:2]1[CH:3]=[C:4]([CH:9]([CH2:15][CH:16]([CH3:18])[CH3:17])[C:10]([O:12][CH2:13][CH3:14])=[O:11])[CH:5]=[CH:6][C:7]=1[OH:8].C([O-])([O-])=O.[K+].[K+].[CH2:25](I)[CH3:26].O. (3) Given the product [CH3:23][C@@H:15]1[CH2:14][CH2:13][CH2:12][CH2:11][C@H:10]1[NH:9][C:8]([C@@H:6]1[CH2:7][C@H:5]1[C:3]([OH:2])=[O:4])=[O:17], predict the reactants needed to synthesize it. The reactants are: C[O:2][C:3]([C@@H:5]1[CH2:7][C@H:6]1[C:8](=[O:17])[NH:9][CH:10]1[CH2:15][CH2:14][CH:13](C)[CH2:12][CH2:11]1)=[O:4].[OH-].[Na+].CO.O1CCOC[CH2:23]1. (4) Given the product [N:12]1([C:10]2[C:9]3[C:4](=[CH:5][CH:6]=[CH:7][CH:8]=3)[C:3](=[O:18])[N:2]([NH:1][C:29](=[O:30])[CH2:28][C:24]3[CH:25]=[CH:26][CH:27]=[C:22]([O:21][C:20]([F:32])([F:19])[F:33])[CH:23]=3)[N:11]=2)[CH2:17][CH2:16][O:15][CH2:14][CH2:13]1, predict the reactants needed to synthesize it. The reactants are: [NH2:1][N:2]1[N:11]=[C:10]([N:12]2[CH2:17][CH2:16][O:15][CH2:14][CH2:13]2)[C:9]2[C:4](=[CH:5][CH:6]=[CH:7][CH:8]=2)[C:3]1=[O:18].[F:19][C:20]([F:33])([F:32])[O:21][C:22]1[CH:23]=[C:24]([CH2:28][C:29](O)=[O:30])[CH:25]=[CH:26][CH:27]=1. (5) Given the product [Cl:1][C:2]1[C:11]2[C:6](=[CH:7][CH:8]=[C:9]([C:28]([OH:35])([C:29]3[CH:30]=[N:31][CH:32]=[CH:33][CH:34]=3)[CH:36]3[CH2:37][CH2:38][N:39]([C:42]([O:44][C:45]([CH3:48])([CH3:47])[CH3:46])=[O:43])[CH2:40][CH2:41]3)[CH:10]=2)[N:5]=[C:4]([C:13]([F:16])([F:15])[F:14])[C:3]=1[C:17]1[CH:22]=[CH:21][CH:20]=[CH:19][CH:18]=1, predict the reactants needed to synthesize it. The reactants are: [Cl:1][C:2]1[C:11]2[C:6](=[CH:7][CH:8]=[C:9](I)[CH:10]=2)[N:5]=[C:4]([C:13]([F:16])([F:15])[F:14])[C:3]=1[C:17]1[CH:22]=[CH:21][CH:20]=[CH:19][CH:18]=1.C([Mg]Cl)(C)C.[C:28]([CH:36]1[CH2:41][CH2:40][N:39]([C:42]([O:44][C:45]([CH3:48])([CH3:47])[CH3:46])=[O:43])[CH2:38][CH2:37]1)(=[O:35])[C:29]1[CH:34]=[CH:33][CH:32]=[N:31][CH:30]=1. (6) Given the product [C:1]([O:5][C:6](=[O:24])[CH2:7][CH2:8][N:9]([C:10]1[C:15]([NH2:16])=[CH:14][N:13]=[C:12]([Cl:19])[N:11]=1)[CH2:20][CH2:21][CH2:22][CH3:23])([CH3:2])([CH3:3])[CH3:4], predict the reactants needed to synthesize it. The reactants are: [C:1]([O:5][C:6](=[O:24])[CH2:7][CH2:8][N:9]([CH2:20][CH2:21][CH2:22][CH3:23])[C:10]1[C:15]([N+:16]([O-])=O)=[CH:14][N:13]=[C:12]([Cl:19])[N:11]=1)([CH3:4])([CH3:3])[CH3:2].[H][H]. (7) Given the product [Br:1][C:2]1[CH:3]=[C:4]([C:8]2[C:17]([C:16]3[CH:15]=[C:14]([Cl:19])[C:13]([OH:20])=[CH:12][C:11]=3[OH:10])=[N:22][NH:23][CH:9]=2)[CH:5]=[CH:6][CH:7]=1, predict the reactants needed to synthesize it. The reactants are: [Br:1][C:2]1[CH:3]=[C:4]([C:8]2[C:17](=O)[C:16]3[C:11](=[CH:12][C:13]([OH:20])=[C:14]([Cl:19])[CH:15]=3)[O:10][CH:9]=2)[CH:5]=[CH:6][CH:7]=1.O.[NH2:22][NH2:23]. (8) Given the product [C:15]([C:10]1[CH:9]=[CH:8][C:7]2[C:12](=[CH:13][CH:14]=[C:5]([C:4]#[CH:3])[CH:6]=2)[CH:11]=1)#[CH:16], predict the reactants needed to synthesize it. The reactants are: C[Si](C)(C)[C:3]#[C:4][C:5]1[CH:14]=[CH:13][C:12]2[C:7](=[CH:8][CH:9]=[C:10]([C:15]#[C:16][Si](C)(C)C)[CH:11]=2)[CH:6]=1.C([O-])([O-])=O.[K+].[K+].C(Cl)Cl. (9) Given the product [CH2:8]([CH:13]([CH2:12][CH2:11][CH2:10][CH3:9])[CH2:5][OH:6])[CH3:14], predict the reactants needed to synthesize it. The reactants are: C([C:5](C)=[O:6])C(C)C.[C:8]1([CH3:14])[CH:13]=[CH:12][CH:11]=[CH:10][CH:9]=1. (10) Given the product [F:14][C:5]1[CH:4]=[CH:3][C:2]([B:15]([OH:20])[OH:16])=[CH:7][C:6]=1[C:8]1[CH:13]=[CH:12][N:11]=[CH:10][N:9]=1, predict the reactants needed to synthesize it. The reactants are: Br[C:2]1[CH:3]=[CH:4][C:5]([F:14])=[C:6]([C:8]2[CH:13]=[CH:12][N:11]=[CH:10][N:9]=2)[CH:7]=1.[B:15]1(B2OCC(C)(C)CO2)[O:20]CC(C)(C)C[O:16]1.